From a dataset of Full USPTO retrosynthesis dataset with 1.9M reactions from patents (1976-2016). Predict the reactants needed to synthesize the given product. (1) The reactants are: [Br:1][C:2]1[CH:6]=[N:5][N:4]([CH3:7])[C:3]=1[C:8]1[CH:9]=[C:10]([NH2:21])[CH:11]=[CH:12][C:13]=1[O:14][C@@H:15]1[CH2:19][CH2:18][N:17]([CH3:20])[CH2:16]1.[F:22][C:23]1[CH:24]=[C:25]([CH:29]=[CH:30][C:31]=1[F:32])[C:26](Cl)=[O:27].C(N(CC)CC)C. Given the product [Br:1][C:2]1[CH:6]=[N:5][N:4]([CH3:7])[C:3]=1[C:8]1[CH:9]=[C:10]([NH:21][C:26](=[O:27])[C:25]2[CH:29]=[CH:30][C:31]([F:32])=[C:23]([F:22])[CH:24]=2)[CH:11]=[CH:12][C:13]=1[O:14][C@@H:15]1[CH2:19][CH2:18][N:17]([CH3:20])[CH2:16]1, predict the reactants needed to synthesize it. (2) The reactants are: [N+:1]([C:4]1[CH:17]=[CH:16][CH:15]=[CH:14][C:5]=1[CH2:6][O:7][CH2:8][CH2:9][CH2:10][CH2:11][CH:12]=[CH2:13])([O-:3])=[O:2].[CH3:18][O:19][SiH:20]([O:23][CH3:24])[O:21][CH3:22]. Given the product [CH3:18][O:19][Si:20]([O:23][CH3:24])([O:21][CH3:22])[CH2:13][CH2:12][CH2:11][CH2:10][CH2:9][CH2:8][O:7][CH2:6][C:5]1[CH:14]=[CH:15][CH:16]=[CH:17][C:4]=1[N+:1]([O-:3])=[O:2], predict the reactants needed to synthesize it. (3) The reactants are: [C:1]12([C:11]3[N:16]=[C:15]([C:17]4[CH:22]=[CH:21][C:20](Br)=[CH:19][CH:18]=4)[CH:14]=[CH:13][N:12]=3)[CH2:10][CH:5]3[CH2:6][CH:7]([CH2:9][CH:3]([CH2:4]3)[CH2:2]1)[CH2:8]2.CN([CH:27]=[O:28])C. Given the product [C:1]12([C:11]3[N:16]=[C:15]([C:17]4[CH:22]=[CH:21][C:20]([CH:27]=[O:28])=[CH:19][CH:18]=4)[CH:14]=[CH:13][N:12]=3)[CH2:10][CH:5]3[CH2:6][CH:7]([CH2:9][CH:3]([CH2:4]3)[CH2:2]1)[CH2:8]2, predict the reactants needed to synthesize it. (4) Given the product [CH:1]1([CH:7]([C:19]2[CH:23]=[C:22]([CH:24]3[CH2:29][CH2:28][CH2:27][CH2:26][CH2:25]3)[S:21][C:20]=2[CH2:30][CH3:31])[O:8][C:9]2[CH:10]=[CH:11][C:12]([C:13]([OH:15])=[O:14])=[CH:17][CH:18]=2)[CH2:2][CH2:3][CH2:4][CH2:5][CH2:6]1, predict the reactants needed to synthesize it. The reactants are: [CH:1]1([CH:7]([C:19]2[CH:23]=[C:22]([CH:24]3[CH2:29][CH2:28][CH2:27][CH2:26][CH2:25]3)[S:21][C:20]=2[CH2:30][CH3:31])[O:8][C:9]2[CH:18]=[CH:17][C:12]([C:13]([O:15]C)=[O:14])=[CH:11][CH:10]=2)[CH2:6][CH2:5][CH2:4][CH2:3][CH2:2]1.O1CCCC1.[OH-].[Na+]. (5) Given the product [CH2:24]([NH:31][C:32]([N:13]1[CH2:14][CH2:15][CH:10]([N:9]([CH2:16][C:17]2[C:22]([CH3:23])=[CH:21][CH:20]=[CH:19][N:18]=2)[CH2:8][C:3]2[C:2]([CH3:1])=[CH:7][CH:6]=[CH:5][N:4]=2)[CH2:11][CH2:12]1)=[O:33])[C:25]1[CH:30]=[CH:29][CH:28]=[CH:27][CH:26]=1, predict the reactants needed to synthesize it. The reactants are: [CH3:1][C:2]1[C:3]([CH2:8][N:9]([CH2:16][C:17]2[C:22]([CH3:23])=[CH:21][CH:20]=[CH:19][N:18]=2)[CH:10]2[CH2:15][CH2:14][NH:13][CH2:12][CH2:11]2)=[N:4][CH:5]=[CH:6][CH:7]=1.[CH2:24]([N:31]=[C:32]=[O:33])[C:25]1[CH:30]=[CH:29][CH:28]=[CH:27][CH:26]=1.